Dataset: NCI-60 drug combinations with 297,098 pairs across 59 cell lines. Task: Regression. Given two drug SMILES strings and cell line genomic features, predict the synergy score measuring deviation from expected non-interaction effect. (1) Cell line: SK-OV-3. Drug 2: C1=CN(C(=O)N=C1N)C2C(C(C(O2)CO)O)O.Cl. Drug 1: C1=CC(=CC=C1CCCC(=O)O)N(CCCl)CCCl. Synergy scores: CSS=18.3, Synergy_ZIP=-8.12, Synergy_Bliss=-4.17, Synergy_Loewe=-2.76, Synergy_HSA=-1.72. (2) Cell line: UACC62. Drug 2: CS(=O)(=O)CCNCC1=CC=C(O1)C2=CC3=C(C=C2)N=CN=C3NC4=CC(=C(C=C4)OCC5=CC(=CC=C5)F)Cl. Synergy scores: CSS=57.6, Synergy_ZIP=8.76, Synergy_Bliss=9.20, Synergy_Loewe=-20.5, Synergy_HSA=8.62. Drug 1: CCC1=CC2CC(C3=C(CN(C2)C1)C4=CC=CC=C4N3)(C5=C(C=C6C(=C5)C78CCN9C7C(C=CC9)(C(C(C8N6C)(C(=O)OC)O)OC(=O)C)CC)OC)C(=O)OC.C(C(C(=O)O)O)(C(=O)O)O. (3) Drug 1: CC1=C2C(C(=O)C3(C(CC4C(C3C(C(C2(C)C)(CC1OC(=O)C(C(C5=CC=CC=C5)NC(=O)OC(C)(C)C)O)O)OC(=O)C6=CC=CC=C6)(CO4)OC(=O)C)OC)C)OC. Drug 2: CCC1=C2CN3C(=CC4=C(C3=O)COC(=O)C4(CC)O)C2=NC5=C1C=C(C=C5)O. Cell line: IGROV1. Synergy scores: CSS=41.2, Synergy_ZIP=-7.20, Synergy_Bliss=-4.21, Synergy_Loewe=0.865, Synergy_HSA=2.61. (4) Synergy scores: CSS=0.702, Synergy_ZIP=-0.770, Synergy_Bliss=-0.620, Synergy_Loewe=-0.643, Synergy_HSA=-0.503. Cell line: NCI-H322M. Drug 1: CC1=C2C(C(=O)C3(C(CC4C(C3C(C(C2(C)C)(CC1OC(=O)C(C(C5=CC=CC=C5)NC(=O)OC(C)(C)C)O)O)OC(=O)C6=CC=CC=C6)(CO4)OC(=O)C)O)C)O. Drug 2: CC1=C(C(=CC=C1)Cl)NC(=O)C2=CN=C(S2)NC3=CC(=NC(=N3)C)N4CCN(CC4)CCO. (5) Drug 2: C1CN(P(=O)(OC1)NCCCl)CCCl. Drug 1: C1=NC2=C(N1)C(=S)N=C(N2)N. Cell line: SNB-75. Synergy scores: CSS=4.65, Synergy_ZIP=-4.44, Synergy_Bliss=-3.37, Synergy_Loewe=-16.7, Synergy_HSA=-3.77. (6) Drug 1: CNC(=O)C1=CC=CC=C1SC2=CC3=C(C=C2)C(=NN3)C=CC4=CC=CC=N4. Drug 2: C1=C(C(=O)NC(=O)N1)N(CCCl)CCCl. Cell line: SK-MEL-5. Synergy scores: CSS=11.6, Synergy_ZIP=-6.19, Synergy_Bliss=1.43, Synergy_Loewe=-4.93, Synergy_HSA=-4.06. (7) Drug 1: COC1=CC(=CC(=C1O)OC)C2C3C(COC3=O)C(C4=CC5=C(C=C24)OCO5)OC6C(C(C7C(O6)COC(O7)C8=CC=CS8)O)O. Drug 2: CNC(=O)C1=NC=CC(=C1)OC2=CC=C(C=C2)NC(=O)NC3=CC(=C(C=C3)Cl)C(F)(F)F. Cell line: BT-549. Synergy scores: CSS=40.9, Synergy_ZIP=-3.51, Synergy_Bliss=-0.389, Synergy_Loewe=-7.50, Synergy_HSA=0.827. (8) Drug 1: CC12CCC3C(C1CCC2=O)CC(=C)C4=CC(=O)C=CC34C. Drug 2: N.N.Cl[Pt+2]Cl. Cell line: MDA-MB-231. Synergy scores: CSS=40.8, Synergy_ZIP=0.682, Synergy_Bliss=2.31, Synergy_Loewe=2.58, Synergy_HSA=2.36.